This data is from Full USPTO retrosynthesis dataset with 1.9M reactions from patents (1976-2016). The task is: Predict the reactants needed to synthesize the given product. Given the product [Cl:12][C:13]1[CH:14]=[C:15]([CH:16]=[CH:17][CH:18]=1)[O:19][C:2]1[CH:9]=[C:8]([O:10][CH3:11])[CH:7]=[CH:6][C:3]=1[CH:4]=[O:5], predict the reactants needed to synthesize it. The reactants are: F[C:2]1[CH:9]=[C:8]([O:10][CH3:11])[CH:7]=[CH:6][C:3]=1[CH:4]=[O:5].[Cl:12][C:13]1[CH:14]=[C:15]([OH:19])[CH:16]=[CH:17][CH:18]=1.C([O-])([O-])=O.[K+].[K+].